From a dataset of Reaction yield outcomes from USPTO patents with 853,638 reactions. Predict the reaction yield, written as a fraction of the theoretical maximum amount of product (1.0 means a 100% yield; for example, 0.34 means a 34% yield). (1) The reactants are [CH3:1][O:2][C:3]1[CH:8]=[CH:7][C:6]([N:9]2[C:13]([C:14]3[O:15]C=CC=3)=[C:12]([C:19]([O:21][CH2:22][CH3:23])=[O:20])[C:11]([C:24]([F:27])([F:26])[F:25])=[N:10]2)=[CH:5][CH:4]=1.C(Cl)(Cl)(Cl)Cl.C(#N)C.O.I([O-])(=O)(=O)=[O:38].[Na+]. The catalyst is O.[Ru](Cl)(Cl)Cl. The product is [CH3:1][O:2][C:3]1[CH:8]=[CH:7][C:6]([N:9]2[C:13]([C:14]([OH:15])=[O:38])=[C:12]([C:19]([O:21][CH2:22][CH3:23])=[O:20])[C:11]([C:24]([F:26])([F:25])[F:27])=[N:10]2)=[CH:5][CH:4]=1. The yield is 0.530. (2) The reactants are [OH:1][C:2]1[N:9]=[C:8]([CH3:10])[CH:7]=[C:6](O)[C:3]=1[C:4]#[N:5].P(Cl)(Cl)([Cl:14])=O. The catalyst is C(#N)C.[Cl-].C([N+](CC)(CC)CC)C1C=CC=CC=1. The product is [Cl:14][C:6]1[C:3]([C:4]#[N:5])=[C:2]([OH:1])[N:9]=[C:8]([CH3:10])[CH:7]=1. The yield is 0.240. (3) The reactants are [F:1][C:2]1[CH:3]=[C:4]([CH:11]=[CH:12][C:13]=1[O:14][CH:15]([CH3:17])[CH3:16])[C:5](N(OC)C)=[O:6].[CH3:18][Mg]Br.O.Cl. The catalyst is O1CCCC1. The product is [F:1][C:2]1[CH:3]=[C:4]([C:5](=[O:6])[CH3:18])[CH:11]=[CH:12][C:13]=1[O:14][CH:15]([CH3:16])[CH3:17]. The yield is 0.990. (4) The reactants are C(OC([N:8](C(OC(C)(C)C)=O)[C:9]1[N:10]=[CH:11][C:12]([C:26]2[CH:47]=[CH:46][C:29]([C:30]([N:32]3[CH2:38][CH2:37][CH2:36][N:35](C(OC(C)(C)C)=O)[CH2:34][CH2:33]3)=[O:31])=[CH:28][C:27]=2[C:48]#[N:49])=[N:13][C:14]=1[C:15]1[O:16][C:17]([C:20]2[S:21][CH:22]=[CH:23][C:24]=2[CH3:25])=[N:18][N:19]=1)=O)(C)(C)C.C(O)(C(F)(F)F)=O. The catalyst is C(Cl)Cl.C(#N)C.CO. The product is [NH2:8][C:9]1[N:10]=[CH:11][C:12]([C:26]2[CH:47]=[CH:46][C:29]([C:30]([N:32]3[CH2:38][CH2:37][CH2:36][NH:35][CH2:34][CH2:33]3)=[O:31])=[CH:28][C:27]=2[C:48]#[N:49])=[N:13][C:14]=1[C:15]1[O:16][C:17]([C:20]2[S:21][CH:22]=[CH:23][C:24]=2[CH3:25])=[N:18][N:19]=1. The yield is 0.350. (5) The reactants are [C:1]([O:4][C:5]1[CH:10]=[CH:9][C:8]([C:11]2[O:12][C:13]3[C:19](Br)=[CH:18][C:17]([O:21][C:22](=[O:24])[CH3:23])=[CH:16][C:14]=3[N:15]=2)=[CH:7][C:6]=1[F:25])(=[O:3])[CH3:2].[CH2:26]([Sn](CCCC)(CCCC)C=C)[CH2:27]CC.CC1C=CC(C)=CC=1. The catalyst is C(OCC)C. The product is [C:22]([O:21][C:17]1[CH:18]=[C:19]([CH:26]=[CH2:27])[C:13]2[O:12][C:11]([C:8]3[CH:9]=[CH:10][C:5]([O:4][C:1](=[O:3])[CH3:2])=[C:6]([F:25])[CH:7]=3)=[N:15][C:14]=2[CH:16]=1)(=[O:24])[CH3:23]. The yield is 0.560.